Dataset: Full USPTO retrosynthesis dataset with 1.9M reactions from patents (1976-2016). Task: Predict the reactants needed to synthesize the given product. (1) The reactants are: [Br:1][C:2]1[CH:7]=[CH:6][CH:5]=[CH:4][C:3]=1[N:8]1[CH2:17][C:16]2[C:11](=[N:12][C:13](S(C)(=O)=O)=[N:14][CH:15]=2)[N:10]([CH3:22])[C:9]1=[O:23].[NH2:24][C:25]1[CH:36]=[CH:35][C:28]2[N:29]([CH3:34])[C:30](=[O:33])[CH2:31][S:32][C:27]=2[CH:26]=1.C(O)(C(F)(F)F)=O. Given the product [Br:1][C:2]1[CH:7]=[CH:6][CH:5]=[CH:4][C:3]=1[N:8]1[CH2:17][C:16]2[C:11](=[N:12][C:13]([NH:24][C:25]3[CH:36]=[CH:35][C:28]4[N:29]([CH3:34])[C:30](=[O:33])[CH2:31][S:32][C:27]=4[CH:26]=3)=[N:14][CH:15]=2)[N:10]([CH3:22])[C:9]1=[O:23], predict the reactants needed to synthesize it. (2) Given the product [Cl:22][C:23]1[CH:24]=[C:25]([NH:26][C:13]2[C:12]3[C:11]4[CH2:10][CH2:9][NH:8][CH2:20][C:19]=4[S:18][C:17]=3[N:16]=[CH:15][N:14]=2)[CH:27]=[CH:28][C:29]=1[F:30], predict the reactants needed to synthesize it. The reactants are: C(OC([N:8]1[CH2:20][C:19]2[S:18][C:17]3[N:16]=[CH:15][N:14]=[C:13](Cl)[C:12]=3[C:11]=2[CH2:10][CH2:9]1)=O)(C)(C)C.[Cl:22][C:23]1[CH:24]=[C:25]([CH:27]=[CH:28][C:29]=1[F:30])[NH2:26].Cl.[OH-].[Na+]. (3) Given the product [F:1][C:2]1[CH:8]=[C:7]([C:15]2[CH:16]=[CH:17][C:12]([C:11]([F:22])([F:21])[F:10])=[CH:13][CH:14]=2)[CH:6]=[CH:5][C:3]=1[NH2:4], predict the reactants needed to synthesize it. The reactants are: [F:1][C:2]1[CH:8]=[C:7](I)[CH:6]=[CH:5][C:3]=1[NH2:4].[F:10][C:11]([F:22])([F:21])[C:12]1[CH:17]=[CH:16][C:15](B(O)O)=[CH:14][CH:13]=1.C(=O)([O-])[O-].[K+].[K+]. (4) Given the product [C:1]([N:4]1[C:13]2[C:8](=[CH:9][C:10]([C:29]3[CH:28]=[N:27][N:26]([CH2:25][O:24][CH3:23])[CH:30]=3)=[CH:11][CH:12]=2)[C@H:7]([NH:15][C:16](=[O:21])[O:17][CH:18]([CH3:20])[CH3:19])[CH2:6][C@@H:5]1[CH3:22])(=[O:3])[CH3:2], predict the reactants needed to synthesize it. The reactants are: [C:1]([N:4]1[C:13]2[C:8](=[CH:9][C:10](Br)=[CH:11][CH:12]=2)[C@H:7]([NH:15][C:16](=[O:21])[O:17][CH:18]([CH3:20])[CH3:19])[CH2:6][C@@H:5]1[CH3:22])(=[O:3])[CH3:2].[CH3:23][O:24][CH2:25][N:26]1[CH:30]=[C:29](B2OC(C)(C)C(C)(C)O2)[CH:28]=[N:27]1.C([O-])([O-])=O.[K+].[K+].CCO. (5) Given the product [CH2:1]([C:3]1[N:8]([C:9]2[CH:10]=[CH:11][C:12]([O:15][CH:16]3[CH2:20][CH2:19][C:18](=[O:21])[CH2:17]3)=[CH:13][CH:14]=2)[C:7](=[O:22])[C:6]([CH2:23][C:24]2[CH:29]=[CH:28][C:27]([C:30]3[CH:35]=[CH:34][CH:33]=[CH:32][C:31]=3[C:36]3[NH:40][C:39](=[O:41])[O:38][N:37]=3)=[CH:26][CH:25]=2)=[C:5]([CH2:42][CH2:43][CH3:44])[N:4]=1)[CH3:2], predict the reactants needed to synthesize it. The reactants are: [CH2:1]([C:3]1[N:8]([C:9]2[CH:14]=[CH:13][C:12]([O:15][CH:16]3[CH2:20][CH2:19][CH:18]([OH:21])[CH2:17]3)=[CH:11][CH:10]=2)[C:7](=[O:22])[C:6]([CH2:23][C:24]2[CH:29]=[CH:28][C:27]([C:30]3[CH:35]=[CH:34][CH:33]=[CH:32][C:31]=3[C:36]3[NH:40][C:39](=[O:41])[O:38][N:37]=3)=[CH:26][CH:25]=2)=[C:5]([CH2:42][CH2:43][CH3:44])[N:4]=1)[CH3:2].CC(OI1(OC(C)=O)(OC(C)=O)OC(=O)C2C1=CC=CC=2)=O. (6) Given the product [C:37]([CH:10]([NH:2][NH2:3])[C:9]([OH:8])=[O:12])([CH3:42])([CH3:38])[CH3:36], predict the reactants needed to synthesize it. The reactants are: O.[NH2:2][NH2:3].C([O:8][C:9](=[O:12])[CH2:10]Br)(C)(C)C.NN.N(C(O[CH2:36][C:37]1[CH:42]=CC=C[CH:38]=1)=O)[C@H](C(N[C@H](C(ON1C(=O)CCC1=O)=O)C)=O)C. (7) Given the product [CH2:35]([O:37][C:38]1[CH:42]=[CH:41][S:40][C:39]=1[C:43]([NH:24][C:18]1([C:16]([OH:15])=[O:17])[CH2:23][CH2:22][CH2:21][CH2:20][CH2:19]1)=[O:44])[CH3:36], predict the reactants needed to synthesize it. The reactants are: Cl.C(N=C=NCCCN(C)C)C.Cl.C[O:15][C:16]([C:18]1([NH2:24])[CH2:23][CH2:22][CH2:21][CH2:20][CH2:19]1)=[O:17].ON1C2C=CC=CC=2N=N1.[CH2:35]([O:37][C:38]1[CH:42]=[CH:41][S:40][C:39]=1[C:43](O)=[O:44])[CH3:36].C(N(C(C)C)CC)(C)C.